The task is: Predict the reactants needed to synthesize the given product.. This data is from Full USPTO retrosynthesis dataset with 1.9M reactions from patents (1976-2016). (1) Given the product [O:1]1[CH:5]=[CH:4][CH:3]=[C:2]1[CH2:6][NH:7][S:8]([C:11]1[CH:12]=[C:13]([CH:17]=[CH:18][C:19]([NH:37][OH:35])=[O:21])[CH:14]=[CH:15][CH:16]=1)(=[O:10])=[O:9], predict the reactants needed to synthesize it. The reactants are: [O:1]1[CH:5]=[CH:4][CH:3]=[C:2]1[CH2:6][NH:7][S:8]([C:11]1[CH:12]=[C:13]([CH:17]=[CH:18][C:19]([OH:21])=O)[CH:14]=[CH:15][CH:16]=1)(=[O:10])=[O:9].C(OC(Cl)=O)C.C(N(CC)CC)C.[OH-:35].[K+].[NH2:37]O. (2) Given the product [C:30]([CH2:29][N:10]1[C:11]([C:13]([O:15][CH2:16][CH3:17])=[O:14])=[CH:12][C:8]([C:4]2[CH:5]=[CH:6][CH:7]=[C:2]([F:1])[CH:3]=2)=[N:9]1)#[N:31], predict the reactants needed to synthesize it. The reactants are: [F:1][C:2]1[CH:3]=[C:4]([C:8]2[CH:12]=[C:11]([C:13]([O:15][CH2:16][CH3:17])=[O:14])[NH:10][N:9]=2)[CH:5]=[CH:6][CH:7]=1.[Li+].C[Si]([N-][Si](C)(C)C)(C)C.Cl[CH2:29][C:30]#[N:31]. (3) Given the product [F:15][C:12]([F:14])([F:13])[O:11][C:8]1[CH:9]=[CH:10][C:5]([CH2:4][N:1]2[CH:18]=[C:17]([CH2:16][OH:19])[N:3]=[N:2]2)=[CH:6][CH:7]=1, predict the reactants needed to synthesize it. The reactants are: [N:1]([CH2:4][C:5]1[CH:10]=[CH:9][C:8]([O:11][C:12]([F:15])([F:14])[F:13])=[CH:7][CH:6]=1)=[N+:2]=[N-:3].[CH2:16]([OH:19])[C:17]#[CH:18].O=C1O[C@H]([C@H](CO)O)C([O-])=C1O.[Na+]. (4) Given the product [OH:1][CH:2]1[CH2:11][C:10]([CH3:13])([CH3:12])[C:9]2[C:4](=[CH:5][CH:6]=[CH:7][CH:8]=2)[C:3]1=[N:16][OH:17], predict the reactants needed to synthesize it. The reactants are: [OH:1][CH:2]1[CH2:11][C:10]([CH3:13])([CH3:12])[C:9]2[C:4](=[CH:5][CH:6]=[CH:7][CH:8]=2)[C:3]1=O.Cl.[NH2:16][OH:17]. (5) The reactants are: Br[C:2]1[CH:7]=[CH:6][C:5]([CH:8]([CH3:27])[C:9]([C:15]2[CH:16]=[CH:17][C:18]3[O:23][CH2:22][C:21](=[O:24])[N:20]([CH3:25])[C:19]=3[CH:26]=2)([OH:14])[C:10]([F:13])([F:12])[F:11])=[C:4]([Cl:28])[CH:3]=1.[C:29]([C:31]1[CH:32]=[CH:33][C:34]([F:40])=[C:35](B(O)O)[CH:36]=1)#[N:30]. Given the product [Cl:28][C:4]1[CH:3]=[C:2]([C:33]2[C:34]([F:40])=[CH:35][CH:36]=[C:31]([C:29]#[N:30])[CH:32]=2)[CH:7]=[CH:6][C:5]=1[CH:8]([CH3:27])[C:9]([OH:14])([C:15]1[CH:16]=[CH:17][C:18]2[O:23][CH2:22][C:21](=[O:24])[N:20]([CH3:25])[C:19]=2[CH:26]=1)[C:10]([F:13])([F:12])[F:11], predict the reactants needed to synthesize it. (6) Given the product [Cl:24][CH2:25][C:26]([N:10]1[CH2:9][C@H:8]([CH3:14])[N:7]([CH2:6][C:5]2[CH:15]=[CH:16][C:2]([F:1])=[CH:3][CH:4]=2)[CH2:12][C@H:11]1[CH3:13])=[O:27], predict the reactants needed to synthesize it. The reactants are: [F:1][C:2]1[CH:16]=[CH:15][C:5]([CH2:6][N:7]2[CH2:12][C@H:11]([CH3:13])[NH:10][CH2:9][C@H:8]2[CH3:14])=[CH:4][CH:3]=1.C(N(CC)CC)C.[Cl:24][CH2:25][C:26](Cl)=[O:27]. (7) Given the product [Br:14][C:15]1[C:24]2[C:19](=[CH:20][CH:21]=[CH:22][CH:23]=2)[CH:18]=[CH:17][C:16]=1[O:11][CH:10]1[CH2:9][CH2:8][N:7]([CH3:12])[CH2:6][C:5]2[O:13][C:2]([CH3:1])=[CH:3][C:4]1=2, predict the reactants needed to synthesize it. The reactants are: [CH3:1][C:2]1[O:13][C:5]2[CH2:6][N:7]([CH3:12])[CH2:8][CH2:9][CH:10]([OH:11])[C:4]=2[CH:3]=1.[Br:14][C:15]1[C:24]2[C:19](=[CH:20][CH:21]=[CH:22][CH:23]=2)[CH:18]=[CH:17][C:16]=1O.